From a dataset of HIV replication inhibition screening data with 41,000+ compounds from the AIDS Antiviral Screen. Binary Classification. Given a drug SMILES string, predict its activity (active/inactive) in a high-throughput screening assay against a specified biological target. (1) The result is 0 (inactive). The compound is Cc1ccccc1C1=NC(=Cc2c(O)ccc3ccccc23)C(=O)O1. (2) The compound is CCN(CC)CCOc1ccc(S(=O)(=O)c2ccc(OCCN(CC)CC)cc2)cc1. The result is 0 (inactive). (3) The compound is OC1COc2c3ccccc3nn2C1. The result is 0 (inactive). (4) The molecule is Oc1ccc(C23CC4CC(CC(C4)C2)C3)cc1. The result is 0 (inactive). (5) The compound is CC1(C)N(OC2CCCCO2)C(c2ccccc2)[C-](c2ccccc2)[N+]1=O. The result is 0 (inactive). (6) The compound is OCC(O)C(O)C(O)c1nn(-c2ccccc2)c2nc3ccc(Cl)cc3nc12. The result is 0 (inactive). (7) The molecule is Cl.NCCSSCc1ccccc1CSSCCN. The result is 0 (inactive). (8) The compound is CC(=O)C(C)C(=O)N1C(=O)OCC12C1CCC(C1)C2(C)C. The result is 0 (inactive).